From a dataset of Catalyst prediction with 721,799 reactions and 888 catalyst types from USPTO. Predict which catalyst facilitates the given reaction. (1) Reactant: Cl[C:2]1[C:11]2[C:6](=[CH:7][C:8]([C:13]([N:15]3[CH2:19][CH:18]=[CH:17][CH2:16]3)=[O:14])=[C:9]([Cl:12])[CH:10]=2)[N:5]=[CH:4][N:3]=1.[Cl:20][C:21]1[CH:41]=[CH:40][C:24]2[NH:25][C:26]([C@@H:28]([NH2:39])[CH2:29][CH2:30][CH2:31][C:32]([O:34][C:35]([CH3:38])([CH3:37])[CH3:36])=[O:33])=[N:27][C:23]=2[CH:22]=1.C(N(CC)CC)C. Product: [Cl:12][C:9]1[CH:10]=[C:11]2[C:6](=[CH:7][C:8]=1[C:13]([N:15]1[CH2:19][CH:18]=[CH:17][CH2:16]1)=[O:14])[N:5]=[CH:4][N:3]=[C:2]2[NH:39][C@H:28]([C:26]1[NH:25][C:24]2[CH:40]=[CH:41][C:21]([Cl:20])=[CH:22][C:23]=2[N:27]=1)[CH2:29][CH2:30][CH2:31][C:32]([O:34][C:35]([CH3:37])([CH3:36])[CH3:38])=[O:33]. The catalyst class is: 9. (2) Reactant: [N+:1]([C:4]1[CH:9]=[CH:8][C:7]([CH:10]2[CH2:15][CH2:14][NH:13][CH2:12][CH2:11]2)=[CH:6][CH:5]=1)([O-:3])=[O:2].[C:16](Cl)([CH3:18])=[O:17].CCN(CC)CC.C([O-])(O)=O.[Na+]. The catalyst class is: 2. Product: [N+:1]([C:4]1[CH:9]=[CH:8][C:7]([CH:10]2[CH2:11][CH2:12][N:13]([C:16](=[O:17])[CH3:18])[CH2:14][CH2:15]2)=[CH:6][CH:5]=1)([O-:3])=[O:2]. (3) Reactant: [Cl:1][C:2]1[CH:21]=[CH:20][C:5]([CH2:6][N:7]2[C:12](SC)=[N:11][C:10](=[O:15])[N:9]([CH:16]([CH3:18])[CH3:17])[C:8]2=[O:19])=[CH:4][CH:3]=1.C(O)(=[O:24])C.OO. Product: [Cl:1][C:2]1[CH:21]=[CH:20][C:5]([CH2:6][N:7]2[C:12](=[O:24])[NH:11][C:10](=[O:15])[N:9]([CH:16]([CH3:18])[CH3:17])[C:8]2=[O:19])=[CH:4][CH:3]=1. The catalyst class is: 170. (4) Reactant: C[Si]([C:5]#[C:6][C:7]1[CH:8]=[CH:9][C:10]2[CH2:17][CH:16]3[C:18]4([CH2:22][N:21]([CH2:23][C:24]([F:27])([F:26])[F:25])[S:20](=[O:29])(=[O:28])[NH:19]4)[CH:13]([CH2:14][CH2:15]3)[CH2:12][C:11]=2[CH:30]=1)(C)C.O1CCCC1.O.[OH-].[Li+]. Product: [C:6]([C:7]1[CH:8]=[CH:9][C:10]2[CH2:17][CH:16]3[C:18]4([CH2:22][N:21]([CH2:23][C:24]([F:25])([F:26])[F:27])[S:20](=[O:29])(=[O:28])[NH:19]4)[CH:13]([CH2:14][CH2:15]3)[CH2:12][C:11]=2[CH:30]=1)#[CH:5]. The catalyst class is: 4. (5) Reactant: [C:1]([C:5]1[N:6]=[C:7]([C:10]2[CH:18]=[CH:17][CH:16]=[CH:15][C:11]=2[C:12]([OH:14])=O)[S:8][CH:9]=1)([CH3:4])([CH3:3])[CH3:2].CN(C(ON1N=NC2C=CC=NC1=2)=[N+](C)C)C.F[P-](F)(F)(F)(F)F.CCN(C(C)C)C(C)C.[NH2:52][C:53]1[CH:83]=[CH:82][C:56]2[N:57]=[C:58]([C:60]([NH:62][C@@H:63]([C:76]3[CH:81]=[CH:80][CH:79]=[CH:78][CH:77]=3)[C:64]([N:66]([CH2:68][C:69]3[CH:74]=[CH:73][C:72]([F:75])=[CH:71][CH:70]=3)[CH3:67])=[O:65])=[O:61])[S:59][C:55]=2[CH:54]=1. Product: [C:1]([C:5]1[N:6]=[C:7]([C:10]2[CH:18]=[CH:17][CH:16]=[CH:15][C:11]=2[C:12]([NH:52][C:53]2[CH:83]=[CH:82][C:56]3[N:57]=[C:58]([C:60]([NH:62][C@@H:63]([C:76]4[CH:81]=[CH:80][CH:79]=[CH:78][CH:77]=4)[C:64]([N:66]([CH2:68][C:69]4[CH:74]=[CH:73][C:72]([F:75])=[CH:71][CH:70]=4)[CH3:67])=[O:65])=[O:61])[S:59][C:55]=3[CH:54]=2)=[O:14])[S:8][CH:9]=1)([CH3:2])([CH3:3])[CH3:4]. The catalyst class is: 18. (6) Product: [C:26]([O:30][C:31](=[O:51])[N:32]([C:43]1[CH:44]=[CH:45][C:46]([C:49]#[N:50])=[CH:47][CH:48]=1)[CH2:33][C:13]1[C:14](=[O:17])[CH2:15][CH2:16][C:12]=1[NH:11][C:7]1[CH:8]=[CH:9][CH:10]=[C:5]([C:4]([F:18])([F:19])[F:3])[CH:6]=1)([CH3:29])([CH3:27])[CH3:28]. Reactant: [H-].[Na+].[F:3][C:4]([F:19])([F:18])[C:5]1[CH:6]=[C:7]([NH:11][C:12]2[CH2:16][CH2:15][C:14](=[O:17])[CH:13]=2)[CH:8]=[CH:9][CH:10]=1.CC1CCCO1.[C:26]([O:30][C:31](=[O:51])[N:32]([C:43]1[CH:48]=[CH:47][C:46]([C:49]#[N:50])=[CH:45][CH:44]=1)[CH2:33]S(C1C=CC=CC=1)(=O)=O)([CH3:29])([CH3:28])[CH3:27]. The catalyst class is: 6. (7) Reactant: [C:1]([C@@:3]1([OH:19])[C@H:7]([OH:8])[C@@H:6]([CH2:9][OH:10])[O:5][C@H:4]1[N:11]1[CH:16]=[CH:15][C:14](=[O:17])[NH:13][C:12]1=[O:18])#[CH:2].C([Mg]Cl)(C)(C)C.[CH3:26][C:27]([NH:34][P:35](OC1C(F)=C(F)C(F)=C(F)C=1F)([O:37][C:38]1[CH:43]=[CH:42][CH:41]=[CH:40][CH:39]=1)=[O:36])([CH3:33])[C:28]([O:30][CH2:31][CH3:32])=[O:29]. Product: [O:18]=[C:12]1[NH:13][C:14](=[O:17])[CH:15]=[CH:16][N:11]1[C@@H:4]1[O:5][C@H:6]([CH2:9][O:10][P:35]([NH:34][C:27]([CH3:26])([CH3:33])[C:28]([O:30][CH2:31][CH3:32])=[O:29])([O:37][C:38]2[CH:43]=[CH:42][CH:41]=[CH:40][CH:39]=2)=[O:36])[C@@H:7]([OH:8])[C@@:3]1([C:1]#[CH:2])[OH:19]. The catalyst class is: 36.